Dataset: Full USPTO retrosynthesis dataset with 1.9M reactions from patents (1976-2016). Task: Predict the reactants needed to synthesize the given product. (1) Given the product [CH:27]([O:30][C:31]1[CH:37]=[C:36]([CH:38]2[CH2:39][CH2:40][NH:41][CH2:42][CH2:43]2)[C:35]([CH3:44])=[CH:34][C:32]=1[NH:33][C:18]1[N:17]=[C:16]2[NH:24][N:25]=[CH:26][C:15]2=[C:14]([NH:13][C:8]2[CH:9]=[CH:10][CH:11]=[CH:12][C:7]=2[S:4]([CH:1]([CH3:3])[CH3:2])(=[O:6])=[O:5])[N:19]=1)([CH3:29])[CH3:28], predict the reactants needed to synthesize it. The reactants are: [CH:1]([S:4]([C:7]1[CH:12]=[CH:11][CH:10]=[CH:9][C:8]=1[NH:13][C:14]1[N:19]=[C:18](S(C)(=O)=O)[N:17]=[C:16]2[NH:24][N:25]=[CH:26][C:15]=12)(=[O:6])=[O:5])([CH3:3])[CH3:2].[CH:27]([O:30][C:31]1[CH:37]=[C:36]([CH:38]2[CH2:43][CH2:42][NH:41][CH2:40][CH2:39]2)[C:35]([CH3:44])=[CH:34][C:32]=1[NH2:33])([CH3:29])[CH3:28].CC1C=CC(S(O)(=O)=O)=CC=1. (2) Given the product [Cl:1][C:2]1[CH:7]=[CH:6][CH:5]=[CH:4][C:3]=1[C:8]1[C:13]([Cl:14])=[CH:12][C:11]([O:15][CH3:16])=[C:10]([C:17]([N:23]2[CH2:22][CH2:21][N:20]([C:26]([O:28][C:29]([CH3:32])([CH3:31])[CH3:30])=[O:27])[CH2:25][CH2:24]2)=[O:19])[CH:9]=1, predict the reactants needed to synthesize it. The reactants are: [Cl:1][C:2]1[CH:7]=[CH:6][CH:5]=[CH:4][C:3]=1[C:8]1[C:13]([Cl:14])=[CH:12][C:11]([O:15][CH3:16])=[C:10]([C:17]([OH:19])=O)[CH:9]=1.[N:20]1([C:26]([O:28][C:29]([CH3:32])([CH3:31])[CH3:30])=[O:27])[CH2:25][CH2:24][NH:23][CH2:22][CH2:21]1.F[P-](F)(F)(F)(F)F.N1(O[P+](N(C)C)(N(C)C)N(C)C)C2C=CC=CC=2N=N1.CCN(C(C)C)C(C)C.